This data is from Catalyst prediction with 721,799 reactions and 888 catalyst types from USPTO. The task is: Predict which catalyst facilitates the given reaction. (1) Product: [F:27][C:24]1[CH:25]=[C:26]2[C:21]([C:20](=[O:28])[N:19]([CH3:29])[C:18](=[O:30])[N:17]2[CH2:16][CH2:15][N:12]2[CH2:11][CH2:10][CH:9]([NH:8][CH2:51][C:49]3[CH:48]=[CH:47][C:44]4[O:45][CH2:46][C:41](=[O:40])[NH:42][C:43]=4[N:50]=3)[CH2:14][CH2:13]2)=[CH:22][CH:23]=1. Reactant: FC(F)(F)C(O)=O.[NH2:8][CH:9]1[CH2:14][CH2:13][N:12]([CH2:15][CH2:16][N:17]2[C:26]3[C:21](=[CH:22][CH:23]=[C:24]([F:27])[CH:25]=3)[C:20](=[O:28])[N:19]([CH3:29])[C:18]2=[O:30])[CH2:11][CH2:10]1.C(N(CC)C(C)C)(C)C.[O:40]=[C:41]1[CH2:46][O:45][C:44]2[CH:47]=[CH:48][C:49]([CH:51]=O)=[N:50][C:43]=2[NH:42]1.C(O[BH-](OC(=O)C)OC(=O)C)(=O)C.[Na+]. The catalyst class is: 46. (2) The catalyst class is: 42. Reactant: [C:1]([O:5][C:6]([NH:8][CH:9]([CH2:13][C:14]1[CH:19]=[CH:18][CH:17]=[C:16]([OH:20])[CH:15]=1)[C:10](O)=[O:11])=[O:7])([CH3:4])([CH3:3])[CH3:2].F[P-](F)(F)(F)(F)F.[CH3:28][N+:29](C)=[C:30](N(C)C)ON1C2N=CC=CC=2N=N1.C(N(CC)C(C)C)(C)C.CNC.C1COCC1. Product: [CH3:28][N:29]([CH3:30])[C:10](=[O:11])[CH:9]([NH:8][C:6](=[O:7])[O:5][C:1]([CH3:4])([CH3:3])[CH3:2])[CH2:13][C:14]1[CH:19]=[CH:18][CH:17]=[C:16]([OH:20])[CH:15]=1. (3) Reactant: [CH2:1]([N:3]([CH2:11][CH2:12][CH:13]([CH3:15])[CH3:14])C(=O)OC(C)(C)C)[CH3:2].[ClH:16]. Product: [ClH:16].[CH2:1]([NH:3][CH2:11][CH2:12][CH:13]([CH3:15])[CH3:14])[CH3:2]. The catalyst class is: 5. (4) Reactant: [C:1]1([S:7](Cl)(=[O:9])=[O:8])[CH:6]=[CH:5][CH:4]=[CH:3][CH:2]=1.[NH2:11][C:12]1[C:13]([Cl:38])=[CH:14][C:15]2[N:21]3[CH2:22][CH2:23][CH2:24][C@@H:25]([NH:26][C:27](=[O:32])[C:28]([F:31])([F:30])[F:29])[C@H:20]3[C:19]3[CH:33]=[CH:34][CH:35]=[CH:36][C:18]=3[O:17][C:16]=2[CH:37]=1.C(N(CC)CC)C. Product: [Cl:38][C:13]1[C:12]([NH:11][S:7]([C:1]2[CH:6]=[CH:5][CH:4]=[CH:3][CH:2]=2)(=[O:9])=[O:8])=[CH:37][C:16]2[O:17][C:18]3[CH:36]=[CH:35][CH:34]=[CH:33][C:19]=3[C@@H:20]3[C@H:25]([NH:26][C:27](=[O:32])[C:28]([F:30])([F:29])[F:31])[CH2:24][CH2:23][CH2:22][N:21]3[C:15]=2[CH:14]=1. The catalyst class is: 2. (5) Reactant: [CH3:1][O:2][C:3]1[CH:12]=[C:11]2[C:6]([C:7]([S:13][CH2:14][C:15]3[N:19]4[N:20]=[C:21]([C:24]5[CH:29]=[CH:28][CH:27]=[CH:26][CH:25]=5)[CH:22]=[CH:23][C:18]4=[N:17][N:16]=3)=[CH:8][CH:9]=[N:10]2)=[CH:5][CH:4]=1.C1C=C(Cl)C=C(C(OO)=[O:38])C=1.C([O-])(O)=[O:42].[Na+]. Product: [CH3:1][OH:2].[NH4+:10].[OH-:38].[CH3:1][O:2][C:3]1[CH:12]=[C:11]2[C:6]([C:7]([S:13]([CH2:14][C:15]3[N:19]4[N:20]=[C:21]([C:24]5[CH:29]=[CH:28][CH:27]=[CH:26][CH:25]=5)[CH:22]=[CH:23][C:18]4=[N:17][N:16]=3)=[O:42])=[CH:8][CH:9]=[N:10]2)=[CH:5][CH:4]=1. The catalyst class is: 2. (6) Reactant: [S:1]1[CH2:4][CH:3](O)[CH2:2]1.CCN(CC)CC.[C:13]1([CH3:33])[CH:18]=[CH:17][C:16]([S:19]([O:22]S(C2C=CC(C)=CC=2)(=O)=O)(=[O:21])=[O:20])=[CH:15][CH:14]=1.[N:34]1[CH:39]=[CH:38][CH:37]=[CH:36][CH:35]=1. Product: [N:34]1[CH:39]=[CH:38][CH:37]=[CH2+:36][CH:35]=1.[C:13]1([CH3:33])[CH:14]=[CH:15][C:16]([S:19]([OH:22])(=[O:20])=[O:21])=[CH:17][CH:18]=1.[S:1]1[CH2:4][CH2:3][CH2:2]1. The catalyst class is: 452. (7) Reactant: [CH3:1][O:2][C:3]1[CH:12]=[C:11]2[C:6]([N:7]=[CH:8][C:9](=[O:13])[NH:10]2)=[CH:5][CH:4]=1.[H-].[Na+].[N+:16]([C:19]1[CH:24]=[CH:23][CH:22]=[CH:21][C:20]=1[S:25]([N:28]1[CH2:30][CH:29]1[C@H:31]1[CH2:36][CH2:35][C@H:34]([NH:37][C:38](=[O:44])[O:39][C:40]([CH3:43])([CH3:42])[CH3:41])[CH2:33][CH2:32]1)(=[O:27])=[O:26])([O-:18])=[O:17]. Product: [CH3:1][O:2][C:3]1[CH:12]=[C:11]2[C:6]([N:7]=[CH:8][C:9](=[O:13])[N:10]2[CH2:30][CH:29]([C@H:31]2[CH2:36][CH2:35][C@H:34]([NH:37][C:38](=[O:44])[O:39][C:40]([CH3:43])([CH3:42])[CH3:41])[CH2:33][CH2:32]2)[NH:28][S:25]([C:20]2[CH:21]=[CH:22][CH:23]=[CH:24][C:19]=2[N+:16]([O-:18])=[O:17])(=[O:26])=[O:27])=[CH:5][CH:4]=1. The catalyst class is: 3. (8) The catalyst class is: 46. Product: [Si:17]([O:11][CH2:10][CH2:9][O:8][C:6]1[CH:5]=[CH:4][N:3]=[C:2]([Cl:1])[N:7]=1)([C:20]([CH3:23])([CH3:22])[CH3:21])([CH3:19])[CH3:18]. Reactant: [Cl:1][C:2]1[N:7]=[C:6]([O:8][CH2:9][CH2:10][OH:11])[CH:5]=[CH:4][N:3]=1.N1C=CN=C1.[Si:17](Cl)([C:20]([CH3:23])([CH3:22])[CH3:21])([CH3:19])[CH3:18].